The task is: Predict the reaction yield, written as a fraction of the theoretical maximum amount of product (1.0 means a 100% yield; for example, 0.34 means a 34% yield).. This data is from Reaction yield outcomes from USPTO patents with 853,638 reactions. (1) The reactants are [NH2:1][C:2]1[CH:3]=[C:4]([OH:8])[CH:5]=[CH:6][CH:7]=1.[CH3:9][CH:10]([CH3:13])[CH2:11]O.C1(P(C2C=CC=CC=2)C2C=CC=CC=2)C=CC=CC=1.CCOC(/N=N/C(OCC)=O)=O. The catalyst is C1COCC1. The product is [CH2:9]([O:8][C:4]1[CH:3]=[C:2]([NH2:1])[CH:7]=[CH:6][CH:5]=1)[CH:10]([CH3:13])[CH3:11]. The yield is 0.450. (2) The reactants are [NH2:1][C:2]1[CH:3]=[C:4]([C:9]([F:12])([F:11])[F:10])[CH:5]=[C:6]([Br:8])[CH:7]=1.[CH3:13][S:14](Cl)(=[O:16])=[O:15]. The catalyst is N1C=CC=CC=1. The product is [Br:8][C:6]1[CH:7]=[C:2]([NH:1][S:14]([CH3:13])(=[O:16])=[O:15])[CH:3]=[C:4]([C:9]([F:12])([F:10])[F:11])[CH:5]=1. The yield is 0.790. (3) The reactants are Br[C:2]1[C:3]([CH2:8][CH2:9][CH:10]=[CH2:11])=[N:4][CH:5]=[CH:6][CH:7]=1.[B:12](OC(C)C)([O:17]C(C)C)[O:13]C(C)C.[Li]CCCC. The catalyst is C1(C)C=CC=CC=1.C1COCC1. The product is [CH2:8]([C:3]1[C:2]([B:12]([OH:17])[OH:13])=[CH:7][CH:6]=[CH:5][N:4]=1)[CH2:9][CH:10]=[CH2:11]. The yield is 0.980. (4) The reactants are CI.[C:3]([O-])([O-])=O.[K+].[K+].[O:9]=[C:10]([CH3:19])[CH2:11][C:12]([O:14][C:15]([CH3:18])([CH3:17])[CH3:16])=[O:13]. The catalyst is CC(C)=O. The product is [CH3:3][CH:11]([C:10](=[O:9])[CH3:19])[C:12]([O:14][C:15]([CH3:18])([CH3:17])[CH3:16])=[O:13]. The yield is 0.560. (5) The reactants are C(=O)([O-])[O-].[K+].[K+].Cl.O.[NH:9]1[CH2:14][CH2:13][C:12](=[O:15])[CH2:11][CH2:10]1.[CH3:16][S:17](Cl)(=[O:19])=[O:18]. The catalyst is C(Cl)(Cl)Cl.O. The product is [CH3:16][S:17]([N:9]1[CH2:14][CH2:13][C:12](=[O:15])[CH2:11][CH2:10]1)(=[O:19])=[O:18]. The yield is 0.870.